From a dataset of Full USPTO retrosynthesis dataset with 1.9M reactions from patents (1976-2016). Predict the reactants needed to synthesize the given product. (1) The reactants are: [NH2:1][N:2]1[CH2:6][CH2:5][N:4]([CH2:7][C:8]([F:11])([F:10])[F:9])[C:3]1=[O:12].[Cl:13][C:14]1[CH:15]=[C:16]([C:21]2([C:36]([F:39])([F:38])[F:37])[O:25][N:24]=[C:23]([C:26]3[CH:34]=[CH:33][C:29]([C:30](O)=[O:31])=[C:28]([CH3:35])[CH:27]=3)[CH2:22]2)[CH:17]=[C:18]([Cl:20])[CH:19]=1.CCN=C=NCCCN(C)C.C1C=CC2N(O)N=NC=2C=1.C(N(CC)CC)C. Given the product [Cl:13][C:14]1[CH:15]=[C:16]([C:21]2([C:36]([F:38])([F:37])[F:39])[O:25][N:24]=[C:23]([C:26]3[CH:34]=[CH:33][C:29]([C:30]([NH:1][N:2]4[CH2:6][CH2:5][N:4]([CH2:7][C:8]([F:9])([F:11])[F:10])[C:3]4=[O:12])=[O:31])=[C:28]([CH3:35])[CH:27]=3)[CH2:22]2)[CH:17]=[C:18]([Cl:20])[CH:19]=1, predict the reactants needed to synthesize it. (2) Given the product [CH3:37][O:34][C:22]1[CH:21]=[CH:20][CH:25]=[CH:24][C:23]=1[C:26]1[N:13]2[N:14]=[C:9]([C:6]3[CH:7]=[CH:8][C:3]([O:2][CH3:1])=[CH:4][CH:5]=3)[C:10](=[O:17])[NH:11][C:12]2=[N:30][N:31]=1, predict the reactants needed to synthesize it. The reactants are: [CH3:1][O:2][C:3]1[CH:8]=[CH:7][C:6]([C:9]2[C:10](=[O:17])[N:11]=[C:12](SC)[NH:13][N:14]=2)=[CH:5][CH:4]=1.CO[C:20]1[CH:25]=[CH:24][C:23]([C:26]2C(=O)NC(=S)[NH:30][N:31]=2)=[CH:22][CH:21]=1.[OH-:34].[Na+].I[CH3:37]. (3) Given the product [C:1]([O:5][C:6]([N:8]1[CH2:13][CH2:12][N:11]([C:14]2[CH:19]=[C:18]([C:20]3[CH:25]=[CH:24][C:23]([F:26])=[C:22]([Cl:27])[CH:21]=3)[N:17]=[C:16]([N:35]3[CH2:36][CH2:37][N:32]([CH2:29][CH2:30][CH3:31])[CH2:33][CH2:34]3)[N:15]=2)[CH2:10][CH2:9]1)=[O:7])([CH3:4])([CH3:3])[CH3:2], predict the reactants needed to synthesize it. The reactants are: [C:1]([O:5][C:6]([N:8]1[CH2:13][CH2:12][N:11]([C:14]2[CH:19]=[C:18]([C:20]3[CH:25]=[CH:24][C:23]([F:26])=[C:22]([Cl:27])[CH:21]=3)[N:17]=[C:16](Cl)[N:15]=2)[CH2:10][CH2:9]1)=[O:7])([CH3:4])([CH3:3])[CH3:2].[CH2:29]([N:32]1[CH2:37][CH2:36][NH:35][CH2:34][CH2:33]1)[CH2:30][CH3:31].CCN(C(C)C)C(C)C.